This data is from Catalyst prediction with 721,799 reactions and 888 catalyst types from USPTO. The task is: Predict which catalyst facilitates the given reaction. Reactant: [C:1]([C:5]1[CH:14]=[C:13]([S:15]C#N)[C:8]2[N:9]=[C:10]([NH2:12])[S:11][C:7]=2[CH:6]=1)([CH3:4])([CH3:3])[CH3:2].SC[C@H]([C@@H](CS)O)O.P([O-])([O-])([O-])=O. Product: [NH2:12][C:10]1[S:11][C:7]2[C:8](=[C:13]([SH:15])[CH:14]=[C:5]([C:1]([CH3:3])([CH3:2])[CH3:4])[CH:6]=2)[N:9]=1. The catalyst class is: 14.